This data is from Experimentally validated miRNA-target interactions with 360,000+ pairs, plus equal number of negative samples. The task is: Binary Classification. Given a miRNA mature sequence and a target amino acid sequence, predict their likelihood of interaction. (1) The miRNA is hsa-miR-3681-3p with sequence ACACAGUGCUUCAUCCACUACU. The protein sequence of the target gene is MVHFCGLLTLHREPVPLKSISVSVNIYEFVAGVSATLNYENEEKVPLEAFFVFPMDEDSAVYSFEALVDGKKIVAELQDKMKARTNYEKAISQGHQAFLLEGDSSSRDVFSCNVGNLQPGSKAAVTLKYVQELPLEADGALRFVLPAVLNPRYQFSGSSKDSCLNVKTPIVPVEDLPYTLSMVATIDSQHGIEKVQSNCPLSPTEYLGEDKTSAQVSLAAGHKFDRDVELLIYYNEVHTPSVVLEMGMPNMKPGHLMGDPSAMVSFYPNIPEDQPSNTCGEFIFLMDRSGSMQSPMSSQD.... Result: 0 (no interaction). (2) The protein sequence of the target gene is MGPVSLLPKYQKLNTWNGDLAKMTHLQAGLSPETIEKARLELNENPDVLHQDIQQVRDMIITRPDIGFLRTDDAFILRFLRARKFHQADAFRLLAQYFQYRQLNLDMFKNFKADDPGIKRALIDGFPGVLENRDHYGRKILLLFAANWDQSRNSFTDILRAILLSLEVLIEDPELQINGFILIIDWSNFSFKQASKLTPSILKLAIEGLQDSFPARFGGVHFVNQPWYIHALYTLIKPFLKDKTRKRIFLHGNNLNSLHQLIHPEFLPSEFGGTLPPYDMGTWARTLLGPDYSDENDYTH.... The miRNA is hsa-miR-5196-3p with sequence UCAUCCUCGUCUCCCUCCCAG. Result: 0 (no interaction). (3) The miRNA is hsa-miR-670-3p with sequence UUUCCUCAUAUUCAUUCAGGA. The protein sequence of the target gene is MEGEGGGSGGAGTSGDSGDGGEQLLTVKHELRTANLTGHAEKVGIENFELLKVLGTGAYGKVFLVRKISGHDAGKLYAMKVLKKATIVQKAKTTEHTRTERQVLEHIRQSPFLVTLHYAFQTETKLHLILDYINGGELFTHLSQRERFTEHEVQIYVGEIVLALEHLHKLGIIYRDIKLENILLDSNGHVVLTDFGLSKEFVADETERAYSFCGTIEYMAPDIVRGGDSGHDKAVDWWSLGVLMYELLTGASPFTVDGEKNSQAEISRRILKSEPPYPQEMSTVAKDLLQRLLMKDPKKR.... Result: 0 (no interaction). (4) The miRNA is hsa-miR-3675-3p with sequence CAUCUCUAAGGAACUCCCCCAA. The protein sequence of the target gene is MDQSGMEIPVTLIIKAPNQKYSDQTISCFLNWTVGKLKTHLSNVYPSKPLTKDQRLVYSGRLLPDHLQLKDILRKQDEYHMVHLVCTSRTPPSSPKSSTNRESHEALASSSNSSSDHSGSTTPSSGQETLSLAVGSSSEGLRQRTLPQAQTDQAQSHQFPYVMQGNVDNQFPGQAAPPGFPVYPAFSPLQMLWWQQMYAHQYYMQYQAAVSAQATSNVNPTQPTTSQPLNLAHVPGEEPPPAPNLVAQENRPMNENVQMNAQGGPVLNEEDFNRDWLDWMYTFSRAAILLSIVYFYSSFS.... Result: 0 (no interaction). (5) The miRNA is hsa-miR-487a-5p with sequence GUGGUUAUCCCUGCUGUGUUCG. The protein sequence of the target gene is MAFFSRLNLQEGLQTFFVLQWIPVYIFLGAIPILLIPYFLLFSKFWPLAVLSLAWLTYDWNTHSQGGRRSAWVRNWTLWKYFRNYFPVKLVKTHDLSPKHNYIIANHPHGILSFGVFINFATEATGIARIFPSITPFVGTLERIFWIPIVREYVMSMGVCPVSSSALKYLLTQKGSGNAVVIVVGGAAEALLCRPGASTLFLKQRKGFVKMALQTGAYLVPSYSFGENEVFNQETFPEGTWLRLFQKTFQDTFKKILGLNFCTFHGRGFTRGSWGFLPFNRPITTVVGEPLPIPRIKRPN.... Result: 0 (no interaction). (6) The miRNA is mmu-miR-24-3p with sequence UGGCUCAGUUCAGCAGGAACAG. The protein sequence of the target gene is MPPKFDPNEVKVVYLRCTGGEVGATSALAPKIGPLGLSPKKVGDDIAKATGDWKGLRITVKLTIQNRQAQIEVVPSASALIIKALKEPPRDRKKQKNIKHSGNITFDEIVNIARQMRHRSLARELSGTIKEILGTAQSVGCNVDGRHPHDIIDDINSGAVECPAS. Result: 1 (interaction). (7) The miRNA is hsa-miR-938 with sequence UGCCCUUAAAGGUGAACCCAGU. The protein sequence of the target gene is MQRALPGARQHLGAILASASVVVKALCAAVLFLYLLSFAVDTGCLAVTPGYLFPPNFWIWTLATHGLMEQHVWDVAISLTTVVVAGRLLEPLWGALELLIFFSVVNVSVGLLGAFAYLLTYMASFNLVYLFTVRIHGALGFLGGVLVALKQTMGDCVVLRVPQVRVSVMPMLLLALLLLLRLATLLQSPALASYGFGLLSSWVYLRFYQRHSRGRGDMADHFAFATFFPEILQPVVGLLANLVHSLLVKVKICQKTVKRYDVGAPSSITISLPGTDPQDAERRRQLALKALNERLKRVED.... Result: 0 (no interaction).